From a dataset of Forward reaction prediction with 1.9M reactions from USPTO patents (1976-2016). Predict the product of the given reaction. The product is: [CH2:1]([N:8]1[CH2:16][C@@H:15]2[C@@H:10]([CH2:11][CH2:12][CH2:13][N:14]2[C:20]([O:22][C:23]([CH3:26])([CH3:25])[CH3:24])=[O:19])[CH2:9]1)[C:2]1[CH:3]=[CH:4][CH:5]=[CH:6][CH:7]=1. Given the reactants [CH2:1]([N:8]1[CH2:16][C@@H:15]2[C@@H:10]([CH2:11][CH2:12][CH2:13][NH:14]2)[CH2:9]1)[C:2]1[CH:7]=[CH:6][CH:5]=[CH:4][CH:3]=1.C(OC([O-])=O)([O:19][C:20]([O:22][C:23]([CH3:26])([CH3:25])[CH3:24])=O)=O, predict the reaction product.